Dataset: Reaction yield outcomes from USPTO patents with 853,638 reactions. Task: Predict the reaction yield, written as a fraction of the theoretical maximum amount of product (1.0 means a 100% yield; for example, 0.34 means a 34% yield). (1) The reactants are [CH2:1]([O:8][C:9]1[CH:14]=[CH:13][C:12]([NH:15][C:16]2[N:21]=[CH:20][N:19]=[C:18]([O:22][C:23]3[CH:28]=[CH:27][C:26]([NH:29]C(=O)C)=[CH:25][C:24]=3[F:33])[CH:17]=2)=[CH:11][CH:10]=1)[C:2]1[CH:7]=[CH:6][CH:5]=[CH:4][CH:3]=1.Cl. The catalyst is CO. The product is [NH2:29][C:26]1[CH:27]=[CH:28][C:23]([O:22][C:18]2[N:19]=[CH:20][N:21]=[C:16]([NH:15][C:12]3[CH:11]=[CH:10][C:9]([O:8][CH2:1][C:2]4[CH:7]=[CH:6][CH:5]=[CH:4][CH:3]=4)=[CH:14][CH:13]=3)[CH:17]=2)=[C:24]([F:33])[CH:25]=1. The yield is 0.900. (2) The reactants are [C:1](Cl)(=[O:5])[C:2](Cl)=O.[CH3:7][CH2:8][N:9]([CH:13](C)C)[CH:10](C)C.[NH2:16][C:17]1[CH:22]=[CH:21][C:20]([S:23]([NH:26][C:27]2[CH:32]=[CH:31][CH:30]=[C:29]([NH:33][C:34]3[N:39]=[C:38]([C:40]4[C:48]5[C:43](=[CH:44][CH:45]=[CH:46][CH:47]=5)[N:42]([S:49]([C:52]5[CH:57]=[CH:56][CH:55]=[CH:54][CH:53]=5)(=[O:51])=[O:50])[CH:41]=4)[C:37]([Cl:58])=[CH:36][N:35]=3)[CH:28]=2)(=[O:25])=[O:24])=[CH:19][CH:18]=1. The catalyst is C1COCC1.CN(C=O)C. The product is [Cl:58][C:37]1[C:38]([C:40]2[C:48]3[C:43](=[CH:44][CH:45]=[CH:46][CH:47]=3)[N:42]([S:49]([C:52]3[CH:53]=[CH:54][CH:55]=[CH:56][CH:57]=3)(=[O:50])=[O:51])[CH:41]=2)=[N:39][C:34]([NH:33][C:29]2[CH:28]=[C:27]([NH:26][S:23]([C:20]3[CH:19]=[CH:18][C:17]([NH:16][C:1](=[O:5])/[CH:2]=[CH:7]/[CH2:8][N:9]([CH3:13])[CH3:10])=[CH:22][CH:21]=3)(=[O:25])=[O:24])[CH:32]=[CH:31][CH:30]=2)=[N:35][CH:36]=1. The yield is 1.00. (3) The yield is 0.870. The catalyst is C1(C)C=CC=CC=1.C1C=CC([P]([Pd]([P](C2C=CC=CC=2)(C2C=CC=CC=2)C2C=CC=CC=2)([P](C2C=CC=CC=2)(C2C=CC=CC=2)C2C=CC=CC=2)[P](C2C=CC=CC=2)(C2C=CC=CC=2)C2C=CC=CC=2)(C2C=CC=CC=2)C2C=CC=CC=2)=CC=1. The product is [CH:27]([C:23]1[CH:24]=[CH:25][CH:26]=[C:21]([C:1]2[C:10]3[C:5](=[CH:6][CH:7]=[CH:8][CH:9]=3)[CH:4]=[CH:3][CH:2]=2)[N:22]=1)=[O:28]. The reactants are [C:1]1(B(O)O)[C:10]2[C:5](=[CH:6][CH:7]=[CH:8][CH:9]=2)[CH:4]=[CH:3][CH:2]=1.C([O-])([O-])=O.[Na+].[Na+].Br[C:21]1[CH:26]=[CH:25][CH:24]=[C:23]([CH:27]=[O:28])[N:22]=1. (4) The reactants are Br[C:2]1[N:6]([C:7]2[CH:12]=[CH:11][C:10]([O:13][CH3:14])=[CH:9][CH:8]=2)[N:5]=[C:4]([CH2:15][CH2:16][CH3:17])[CH:3]=1.[CH3:18][C:19]1[C:23](B(O)O)=[C:22]([CH3:27])[O:21][N:20]=1.C([O-])([O-])=O.[K+].[K+].[I-].[Na+]. The catalyst is C1C=CC([P]([Pd]([P](C2C=CC=CC=2)(C2C=CC=CC=2)C2C=CC=CC=2)([P](C2C=CC=CC=2)(C2C=CC=CC=2)C2C=CC=CC=2)[P](C2C=CC=CC=2)(C2C=CC=CC=2)C2C=CC=CC=2)(C2C=CC=CC=2)C2C=CC=CC=2)=CC=1.O1CCOCC1. The product is [CH3:14][O:13][C:10]1[CH:11]=[CH:12][C:7]([N:6]2[C:2]([C:23]3[C:19]([CH3:18])=[N:20][O:21][C:22]=3[CH3:27])=[CH:3][C:4]([CH2:15][CH2:16][CH3:17])=[N:5]2)=[CH:8][CH:9]=1. The yield is 0.590. (5) The reactants are C(OC([N:8]1[C:16]2[C:11](=[CH:12][C:13]([CH2:17][CH:18]([C:39]([O:41]C)=[O:40])[NH:19][C:20]([N:22]3[CH2:27][CH2:26][CH:25]([N:28]4[CH2:37][C:36]5[C:31](=[CH:32][CH:33]=[CH:34][CH:35]=5)[NH:30][C:29]4=[O:38])[CH2:24][CH2:23]3)=[O:21])=[CH:14][CH:15]=2)[CH:10]=[N:9]1)=O)(C)(C)C.O.[OH-].[Li+]. The catalyst is O1CCCC1.CO.O. The product is [NH:8]1[C:16]2[C:11](=[CH:12][C:13]([CH2:17][CH:18]([NH:19][C:20]([N:22]3[CH2:27][CH2:26][CH:25]([N:28]4[CH2:37][C:36]5[C:31](=[CH:32][CH:33]=[CH:34][CH:35]=5)[NH:30][C:29]4=[O:38])[CH2:24][CH2:23]3)=[O:21])[C:39]([OH:41])=[O:40])=[CH:14][CH:15]=2)[CH:10]=[N:9]1. The yield is 0.800. (6) The reactants are [C:1]1([NH2:8])[C:2]([NH2:7])=[CH:3][CH:4]=[CH:5][CH:6]=1.[CH3:9][O:10][C:11]1[CH:18]=[C:17]([O:19][CH3:20])[CH:16]=[CH:15][C:12]=1[CH:13]=O.C(O)(=O)C. The catalyst is C(O)C. The product is [CH3:9][O:10][C:11]1[CH:18]=[C:17]([O:19][CH3:20])[CH:16]=[CH:15][C:12]=1[C:13]1[NH:8][C:1]2[CH:6]=[CH:5][CH:4]=[CH:3][C:2]=2[N:7]=1. The yield is 0.120.